This data is from Forward reaction prediction with 1.9M reactions from USPTO patents (1976-2016). The task is: Predict the product of the given reaction. (1) Given the reactants Cl[C:2]1[C:3]2[C:4](=[CH:13][N:14](CC3C=CC(OC)=CC=3)[N:15]=2)[N:5]=[C:6]([C:8]2[CH:12]=[CH:11][S:10][CH:9]=2)[N:7]=1.[CH:25]1([C:28]2[NH:32][N:31]=[C:30]([NH2:33])[CH:29]=2)[CH2:27][CH2:26]1.Cl, predict the reaction product. The product is: [CH:25]1([C:28]2[NH:32][N:31]=[C:30]([NH:33][C:2]3[C:3]4[NH:15][N:14]=[CH:13][C:4]=4[N:5]=[C:6]([C:8]4[CH:12]=[CH:11][S:10][CH:9]=4)[N:7]=3)[CH:29]=2)[CH2:27][CH2:26]1. (2) The product is: [CH:1]1([CH2:4][O:5][C:6]2[CH:11]=[CH:10][C:9]([CH3:12])=[CH:8][C:7]=2[C:13]2[CH:18]=[CH:17][N:16]=[C:15]3[C:19]([C:31]([NH:34][CH:35]4[CH2:36][CH2:37][N:38]([C:41]([O:43][C:44]([CH3:47])([CH3:46])[CH3:45])=[O:42])[CH2:39][CH2:40]4)=[O:33])=[C:20]([CH3:30])[N:21]([CH2:22][O:23][CH2:24][CH2:25][Si:26]([CH3:27])([CH3:29])[CH3:28])[C:14]=23)[CH2:3][CH2:2]1. Given the reactants [CH:1]1([CH2:4][O:5][C:6]2[CH:11]=[CH:10][C:9]([CH3:12])=[CH:8][C:7]=2[C:13]2[CH:18]=[CH:17][N:16]=[C:15]3[C:19]([C:31]([OH:33])=O)=[C:20]([CH3:30])[N:21]([CH2:22][O:23][CH2:24][CH2:25][Si:26]([CH3:29])([CH3:28])[CH3:27])[C:14]=23)[CH2:3][CH2:2]1.[NH2:34][CH:35]1[CH2:40][CH2:39][N:38]([C:41]([O:43][C:44]([CH3:47])([CH3:46])[CH3:45])=[O:42])[CH2:37][CH2:36]1, predict the reaction product. (3) Given the reactants [CH2:1]([N:4]([CH2:12][CH2:13][CH2:14][O:15][Si](C(C)(C)C)(C)C)C(=O)OC(C)(C)C)[CH:2]=[CH2:3].CCCCCCCCC.P([O-])([O-])([O-])=O.[K+].[K+].[K+].[C:40]12([CH2:50][NH:51][C:52]([C:54]3[C:63]4[C:58](=[CH:59][CH:60]=[CH:61][CH:62]=4)[N:57]=[C:56](Br)[CH:55]=3)=[O:53])[CH2:49][CH:44]3[CH2:45][CH:46]([CH2:48][CH:42]([CH2:43]3)[CH2:41]1)[CH2:47]2.[O:65]1[CH2:69][CH2:68][CH2:67][CH2:66]1, predict the reaction product. The product is: [C:69]([OH:65])(=[O:53])[C:68]1[CH:3]=[CH:2][CH:1]=[CH:66][CH:67]=1.[C:40]12([CH2:50][NH:51][C:52]([C:54]3[C:63]4[C:58](=[CH:59][CH:60]=[CH:61][CH:62]=4)[N:57]=[C:56]([CH2:3][CH2:2][CH2:1][NH:4][CH2:12][CH2:13][CH2:14][OH:15])[CH:55]=3)=[O:53])[CH2:41][CH:42]3[CH2:48][CH:46]([CH2:45][CH:44]([CH2:43]3)[CH2:49]1)[CH2:47]2. (4) Given the reactants [Br:1][C:2]1[C:3]2[S:11][C:10]3[CH:12]=[CH:13][C:14]([Cl:16])=[CH:15][C:9]=3[C:4]=2[C:5](Cl)=[N:6][CH:7]=1.[CH3:17][O:18][C:19]1[CH:26]=[CH:25][C:22]([CH2:23][NH2:24])=[CH:21][CH:20]=1.C([O-])([O-])=O.[K+].[K+], predict the reaction product. The product is: [Br:1][C:2]1[C:3]2[S:11][C:10]3[CH:12]=[CH:13][C:14]([Cl:16])=[CH:15][C:9]=3[C:4]=2[C:5]([NH:24][CH2:23][C:22]2[CH:25]=[CH:26][C:19]([O:18][CH3:17])=[CH:20][CH:21]=2)=[N:6][CH:7]=1. (5) Given the reactants Br[CH2:2][C:3]([C:5]1[CH:10]=[CH:9][C:8]([Cl:11])=[C:7]([Cl:12])[CH:6]=1)=O.Cl.[C:14]([NH2:22])(=[NH:21])[C:15]1[CH:20]=[CH:19][CH:18]=[CH:17][CH:16]=1.C(=O)(O)[O-].[K+], predict the reaction product. The product is: [C:15]1([C:14]2[NH:21][CH:2]=[C:3]([C:5]3[CH:10]=[CH:9][C:8]([Cl:11])=[C:7]([Cl:12])[CH:6]=3)[N:22]=2)[CH:20]=[CH:19][CH:18]=[CH:17][CH:16]=1. (6) Given the reactants [NH2:1][C:2]1[CH:7]=[CH:6][C:5]([CH:8]2[CH2:11][O:10][CH2:9]2)=[CH:4][C:3]=1[NH:12][C:13](=O)[CH2:14][CH2:15][CH:16]1[CH2:19][CH:18]([N:20]([CH2:22][C@@H:23]2[C@@H:30]3[C@@H:26]([O:27][C:28]([CH3:32])([CH3:31])[O:29]3)[C@H:25]([N:33]3[CH:41]=[N:40][C:39]4[C:34]3=[N:35][CH:36]=[N:37][C:38]=4[NH2:42])[O:24]2)[CH3:21])[CH2:17]1.C(O)(=O)C, predict the reaction product. The product is: [CH3:31][C:28]1([CH3:32])[O:29][C@@H:30]2[C@@H:23]([CH2:22][N:20]([CH3:21])[CH:18]3[CH2:17][CH:16]([CH2:15][CH2:14][C:13]4[NH:1][C:2]5[CH:7]=[CH:6][C:5]([CH:8]6[CH2:9][O:10][CH2:11]6)=[CH:4][C:3]=5[N:12]=4)[CH2:19]3)[O:24][C@@H:25]([N:33]3[CH:41]=[N:40][C:39]4[C:34]3=[N:35][CH:36]=[N:37][C:38]=4[NH2:42])[C@@H:26]2[O:27]1.